The task is: Predict the reaction yield, written as a fraction of the theoretical maximum amount of product (1.0 means a 100% yield; for example, 0.34 means a 34% yield).. This data is from Reaction yield outcomes from USPTO patents with 853,638 reactions. (1) The reactants are [CH3:1][O:2][Na].[CH2:4]([O:11][C:12]1[CH:13]=[CH:14][CH:15]=[C:16]2[C:21]=1[N:20]=[C:19](Cl)[CH:18]=[CH:17]2)[C:5]1[CH:10]=[CH:9][CH:8]=[CH:7][CH:6]=1.O. The catalyst is CO. The product is [CH2:4]([O:11][C:12]1[CH:13]=[CH:14][CH:15]=[C:16]2[C:21]=1[N:20]=[C:19]([O:2][CH3:1])[CH:18]=[CH:17]2)[C:5]1[CH:10]=[CH:9][CH:8]=[CH:7][CH:6]=1. The yield is 0.790. (2) The reactants are Cl[C:2]1[C:7]([N+:8]([O-:10])=[O:9])=[CH:6][C:5]([N+:11]([O-:13])=[O:12])=[CH:4][C:3]=1[C:14]([F:17])([F:16])[F:15].NCC[N:21]1[CH2:26][CH2:25][O:24][CH2:23][CH2:22]1.[CH2:27]([N:29](CC)CC)[CH3:28].O. The catalyst is ClCCl. The product is [CH2:27]([N:29]([N:21]1[CH2:22][CH2:23][O:24][CH2:25][CH2:26]1)[C:2]1[C:3]([C:14]([F:17])([F:16])[F:15])=[CH:4][C:5]([N+:11]([O-:13])=[O:12])=[CH:6][C:7]=1[N+:8]([O-:10])=[O:9])[CH3:28]. The yield is 0.630. (3) The reactants are [C:1]([O:5][C:6](=[O:41])[NH:7][CH:8]([C:36](=[O:40])[N:37]([CH3:39])[CH3:38])[CH2:9][C:10]1[CH:15]=[CH:14][C:13]([O:16][C:17]2[CH:22]=[CH:21][C:20]([CH2:23][CH2:24][C:25](=[O:35])[NH:26][O:27]CC3C=CC=CC=3)=[CH:19][CH:18]=2)=[CH:12][CH:11]=1)([CH3:4])([CH3:3])[CH3:2].[H][H]. The catalyst is CO.[Pd]. The product is [C:1]([O:5][C:6](=[O:41])[NH:7][CH:8]([C:36](=[O:40])[N:37]([CH3:39])[CH3:38])[CH2:9][C:10]1[CH:11]=[CH:12][C:13]([O:16][C:17]2[CH:22]=[CH:21][C:20]([CH2:23][CH2:24][C:25](=[O:35])[NH:26][OH:27])=[CH:19][CH:18]=2)=[CH:14][CH:15]=1)([CH3:2])([CH3:4])[CH3:3]. The yield is 0.930. (4) The reactants are [CH3:1][O:2][C:3]1[CH:8]=[CH:7][C:6]([C:9]2[C:14]3[S:15][CH:16]=[CH:17][C:13]=3[C:12](=[O:18])[NH:11][N:10]=2)=[CH:5][CH:4]=1.C([O-])([O-])=O.[Cs+].[Cs+].I[CH:26]([CH3:28])[CH3:27]. The catalyst is CN(C=O)C. The product is [CH:26]([N:11]1[C:12](=[O:18])[C:13]2[CH:17]=[CH:16][S:15][C:14]=2[C:9]([C:6]2[CH:5]=[CH:4][C:3]([O:2][CH3:1])=[CH:8][CH:7]=2)=[N:10]1)([CH3:28])[CH3:27]. The yield is 0.650. (5) The reactants are [C:1]([CH:3]=[C:4]1[CH2:7][N:6](C(OC(C)(C)C)=O)[CH2:5]1)#[N:2].C(N(C(C)C)CC)(C)C.[CH2:24]([S:26](Cl)(=[O:28])=[O:27])[CH3:25].C(OCC)(=O)C. The catalyst is C(#N)C.Cl.CCCCCCC. The product is [CH2:24]([S:26]([N:6]1[CH2:5][C:4](=[CH:3][C:1]#[N:2])[CH2:7]1)(=[O:28])=[O:27])[CH3:25]. The yield is 0.586. (6) The reactants are [F:1][C:2]([F:28])([F:27])[C:3]1[CH:22]=[C:21]([C:23]([F:26])([F:25])[F:24])[CH:20]=[CH:19][C:4]=1[CH2:5][O:6][C:7]1[CH:14]=[CH:13][C:10]([CH:11]=O)=[CH:9][C:8]=1[C:15]([F:18])([F:17])[F:16].[CH3:29][NH:30][C:31]1[CH2:35][S:34][C:33](=[O:36])[N:32]=1.CC(C)([O-])C.[K+].O. The catalyst is C(O)C. The product is [F:1][C:2]([F:27])([F:28])[C:3]1[CH:22]=[C:21]([C:23]([F:25])([F:26])[F:24])[CH:20]=[CH:19][C:4]=1[CH2:5][O:6][C:7]1[CH:14]=[CH:13][C:10](/[CH:11]=[C:35]2/[C:31]([NH:30][CH3:29])=[N:32][C:33](=[O:36])[S:34]/2)=[CH:9][C:8]=1[C:15]([F:16])([F:17])[F:18]. The yield is 0.0600. (7) The catalyst is C1COCC1.CO.O. The yield is 0.363. The reactants are Cl.FC1C=C(C=CC=1)CN1C=C(C2C3C(=NC=C(C4C=CC(C5CCNCC5)=CC=4)C=3)N(S(C3C=CC(C)=CC=3)(=O)=O)C=2)C=N1.[F:46][C:47]1[CH:48]=[C:49]([CH:91]=[C:92]([F:94])[CH:93]=1)[CH2:50][N:51]1[CH:55]=[C:54]([C:56]2[C:64]3[C:59](=[N:60][CH:61]=[C:62]([C:65]4[CH:66]=[CH:67][C:68]([N:71]5[CH2:76][CH2:75][N:74]([CH2:77][C:78]([NH2:80])=[O:79])[CH2:73][CH2:72]5)=[N:69][CH:70]=4)[CH:63]=3)[N:58](S(C3C=CC(C)=CC=3)(=O)=O)[CH:57]=2)[CH:53]=[N:52]1.[OH-].[Li+]. The product is [F:94][C:92]1[CH:91]=[C:49]([CH:48]=[C:47]([F:46])[CH:93]=1)[CH2:50][N:51]1[CH:55]=[C:54]([C:56]2[C:64]3[C:59](=[N:60][CH:61]=[C:62]([C:65]4[CH:66]=[CH:67][C:68]([N:71]5[CH2:72][CH2:73][N:74]([CH2:77][C:78]([NH2:80])=[O:79])[CH2:75][CH2:76]5)=[N:69][CH:70]=4)[CH:63]=3)[NH:58][CH:57]=2)[CH:53]=[N:52]1.